Dataset: Full USPTO retrosynthesis dataset with 1.9M reactions from patents (1976-2016). Task: Predict the reactants needed to synthesize the given product. (1) The reactants are: O=[C:2]1[CH2:9][CH2:8][CH2:7][CH2:6][CH2:5][CH2:4][CH:3]1[C:10]([O:12]C)=O.[NH2:14][C:15]1[CH:16]=[C:17]([CH:22]=[CH:23][C:24]=1[Br:25])[C:18]([O:20][CH3:21])=[O:19].C(O)C.O=S(Cl)Cl. Given the product [Br:25][C:24]1[C:15]2[NH:14][C:2]3[CH2:9][CH2:8][CH2:7][CH2:6][CH2:5][CH2:4][C:3]=3[C:10](=[O:12])[C:16]=2[C:17]([C:18]([O:20][CH3:21])=[O:19])=[CH:22][CH:23]=1, predict the reactants needed to synthesize it. (2) Given the product [CH3:39][C:38]([CH3:41])([CH3:40])[C:37]([NH:29][C:26]1[CH:25]=[CH:24][C:23]([C:12]2[N:11]=[C:10]3[N:14]([CH2:15][CH2:16][C:17]4[CH:22]=[CH:21][CH:20]=[CH:19][C:18]=4[CH:9]3[O:8][CH:5]3[CH2:4][CH2:3][N:2]([CH3:1])[CH2:7][CH2:6]3)[CH:13]=2)=[CH:28][CH:27]=1)=[O:42], predict the reactants needed to synthesize it. The reactants are: [CH3:1][N:2]1[CH2:7][CH2:6][CH:5]([O:8][CH:9]2[C:18]3[CH:19]=[CH:20][CH:21]=[CH:22][C:17]=3[CH2:16][CH2:15][N:14]3[C:10]2=[N:11][C:12]([C:23]2[CH:28]=[CH:27][C:26]([NH2:29])=[CH:25][CH:24]=2)=[CH:13]3)[CH2:4][CH2:3]1.CCN(CC)CC.[C:37](Cl)(=[O:42])[C:38]([CH3:41])([CH3:40])[CH3:39]. (3) Given the product [C:25]1([Se:31][C:32]2[C:33]3[CH:44]=[CH:43][CH:42]=[CH:41][C:34]=3[S:35][CH:36]=2)[CH:30]=[CH:29][CH:28]=[CH:27][CH:26]=1, predict the reactants needed to synthesize it. The reactants are: C1(SC2C3C=C4C(C=CC=C4)=CC=3SC=2[Si](C)(C)C)C=CC=CC=1.[C:25]1([Se:31][C:32]2[C:33]3[CH:44]=[CH:43][CH:42]=[CH:41][C:34]=3[S:35][C:36]=2[Si](C)(C)C)[CH:30]=[CH:29][CH:28]=[CH:27][CH:26]=1. (4) Given the product [Cl:1][C:2]1[C:7]([O:8][CH3:9])=[C:6]([O:10][CH3:11])[CH:5]=[CH:4][C:3]=1[C:12]([N:14]([CH2:20][CH:21]1[N:25]([CH3:26])[C:24]([CH3:27])=[CH:23][N:22]1[CH2:5][C:4]1[CH:3]=[CH:2][CH:7]=[CH:6][C:32]=1[O:35][CH2:29][C:30]#[N:31])[CH2:15][CH2:16][CH:17]([CH3:19])[CH3:18])=[O:13], predict the reactants needed to synthesize it. The reactants are: [Cl:1][C:2]1[C:7]([O:8][CH3:9])=[C:6]([O:10][CH3:11])[CH:5]=[CH:4][C:3]=1[C:12]([N:14]([CH2:20][C:21]1[N:25]([CH3:26])[C:24]([CH3:27])=[CH:23][N:22]=1)[CH2:15][CH2:16][CH:17]([CH3:19])[CH3:18])=[O:13].Cl[CH2:29][C:30]#[N:31].[C:32]([O-:35])([O-])=O.[K+].[K+].[Na+].[Cl-]. (5) Given the product [C:9]1([C:37]2[CH:42]=[CH:41][CH:40]=[CH:39][CH:38]=2)[CH:10]=[CH:11][C:12]([C:15]([N:17]2[C:23]3[CH:24]=[CH:25][CH:26]=[CH:27][C:22]=3[CH2:21][N:20]3[C:28]([C:31]([NH:1][CH2:2][C:3]4[CH:4]=[N:5][CH:6]=[CH:7][CH:8]=4)=[O:36])=[CH:29][CH:30]=[C:19]3[CH2:18]2)=[O:16])=[CH:13][CH:14]=1, predict the reactants needed to synthesize it. The reactants are: [NH2:1][CH2:2][C:3]1[CH:4]=[N:5][CH:6]=[CH:7][CH:8]=1.[C:9]1([C:37]2[CH:42]=[CH:41][CH:40]=[CH:39][CH:38]=2)[CH:14]=[CH:13][C:12]([C:15]([N:17]2[C:23]3[CH:24]=[CH:25][CH:26]=[CH:27][C:22]=3[CH2:21][N:20]3[C:28]([C:31](=[O:36])C(Cl)(Cl)Cl)=[CH:29][CH:30]=[C:19]3[CH2:18]2)=[O:16])=[CH:11][CH:10]=1.O. (6) The reactants are: [NH2:1][C:2]1[CH:7]=[C:6]([O:8][C:9]2[C:14]([F:15])=[CH:13][C:12]([NH:16][C:17]([C:19]3([C:22]([NH:24][C:25]4[CH:30]=[CH:29][C:28]([F:31])=[CH:27][CH:26]=4)=[O:23])[CH2:21][CH2:20]3)=[O:18])=[C:11]([F:32])[CH:10]=2)[CH:5]=[CH:4][N:3]=1.[C:33]([CH2:35][C:36](O)=[O:37])#[N:34].CN(C(ON1N=NC2C=CC=NC1=2)=[N+](C)C)C.F[P-](F)(F)(F)(F)F.CCN(C(C)C)C(C)C. Given the product [C:33]([CH2:35][C:36]([NH:1][C:2]1[CH:7]=[C:6]([O:8][C:9]2[C:14]([F:15])=[CH:13][C:12]([NH:16][C:17]([C:19]3([C:22]([NH:24][C:25]4[CH:26]=[CH:27][C:28]([F:31])=[CH:29][CH:30]=4)=[O:23])[CH2:21][CH2:20]3)=[O:18])=[C:11]([F:32])[CH:10]=2)[CH:5]=[CH:4][N:3]=1)=[O:37])#[N:34], predict the reactants needed to synthesize it.